The task is: Predict the product of the given reaction.. This data is from Forward reaction prediction with 1.9M reactions from USPTO patents (1976-2016). (1) The product is: [CH3:11][C:12]1[O:16][C:15]([C:17]2[CH:22]=[CH:21][C:20]([CH3:23])=[CH:19][CH:18]=2)=[N:14][C:13]=1[CH:24]=[O:25]. Given the reactants CS(C)=O.C(Cl)(=O)C(Cl)=O.[CH3:11][C:12]1[O:16][C:15]([C:17]2[CH:22]=[CH:21][C:20]([CH3:23])=[CH:19][CH:18]=2)=[N:14][C:13]=1[CH2:24][OH:25].CCN(CC)CC, predict the reaction product. (2) Given the reactants [NH2:1][C:2]1[CH:19]=[CH:18][C:5]2[N:6]=[C:7]([NH:9][C:10](=[O:17])[C:11]3[CH:16]=[CH:15][CH:14]=[N:13][CH:12]=3)[S:8][C:4]=2[CH:3]=1.Cl[C:21]1[C:30]2[C:25](=[CH:26][C:27]([O:33][CH3:34])=[C:28]([O:31][CH3:32])[CH:29]=2)[N:24]=[CH:23][N:22]=1, predict the reaction product. The product is: [CH3:32][O:31][C:28]1[CH:29]=[C:30]2[C:25](=[CH:26][C:27]=1[O:33][CH3:34])[N:24]=[CH:23][N:22]=[C:21]2[NH:1][C:2]1[CH:19]=[CH:18][C:5]2[N:6]=[C:7]([NH:9][C:10](=[O:17])[C:11]3[CH:16]=[CH:15][CH:14]=[N:13][CH:12]=3)[S:8][C:4]=2[CH:3]=1. (3) Given the reactants [C:1]([O:5][C:6]([N:8]1[CH2:13][CH2:12][CH:11]([OH:14])[CH2:10][CH2:9]1)=[O:7])([CH3:4])([CH3:3])[CH3:2].Br[C:16]1[S:17][CH:18]=[CH:19][N:20]=1, predict the reaction product. The product is: [C:1]([O:5][C:6]([N:8]1[CH2:13][CH2:12][CH:11]([O:14][C:16]2[S:17][CH:18]=[CH:19][N:20]=2)[CH2:10][CH2:9]1)=[O:7])([CH3:4])([CH3:2])[CH3:3].